This data is from Reaction yield outcomes from USPTO patents with 853,638 reactions. The task is: Predict the reaction yield, written as a fraction of the theoretical maximum amount of product (1.0 means a 100% yield; for example, 0.34 means a 34% yield). (1) The product is [Br:1][C:5]1[C:6]([C:9]([O:11][CH3:12])=[O:10])=[N:7][O:8][C:4]=1[CH3:3]. The catalyst is C(Cl)(Cl)Cl. The yield is 0.600. The reactants are [Br:1]Br.[CH3:3][C:4]1[O:8][N:7]=[C:6]([C:9]([O:11][CH3:12])=[O:10])[CH:5]=1.C(=O)([O-])[O-].[K+].[K+]. (2) The reactants are Br([O-])(=O)=[O:2].[Na+].[CH2:6]([OH:13])[C:7]1[CH:12]=[CH:11][CH:10]=[CH:9][CH:8]=1. The catalyst is C(#N)C.O. The product is [C:6]([OH:2])(=[O:13])[C:7]1[CH:12]=[CH:11][CH:10]=[CH:9][CH:8]=1. The yield is 0.870. (3) The reactants are C([O:8][C:9]([C:11]1[C:19]2[C:14](=[CH:15][CH:16]=[C:17]([OH:20])[CH:18]=2)[NH:13][C:12]=1[CH3:21])=[O:10])C1C=CC=CC=1.[C:22]([O-])([O-])=O.[K+].[K+].[CH3:28][C:29]([CH3:31])=[O:30]. No catalyst specified. The product is [CH3:21][C:12]1[NH:13][C:14]2[C:19]([C:11]=1[C:9]([OH:8])=[O:10])=[CH:18][C:17]([O:20][CH:28]([CH3:22])[C:29](=[O:30])[CH3:31])=[CH:16][CH:15]=2. The yield is 0.770. (4) The reactants are [H-].[Na+].[CH3:3][O:4][C:5](=[O:30])[C:6]1[CH:28]=[CH:27][C:26]([OH:29])=[C:8]([C:9]([NH:11][C:12]2[CH:17]=[C:16]([C:18]([F:21])([F:20])[F:19])[CH:15]=[C:14]([C:22]([F:25])([F:24])[F:23])[CH:13]=2)=[O:10])[CH:7]=1.[CH2:31](Br)[C:32]1[CH:37]=[CH:36][CH:35]=[CH:34][CH:33]=1.O. The catalyst is CCCCCC.CN(C)C=O. The product is [CH3:3][O:4][C:5](=[O:30])[C:6]1[CH:28]=[CH:27][C:26]([O:29][CH2:31][C:32]2[CH:37]=[CH:36][CH:35]=[CH:34][CH:33]=2)=[C:8]([C:9]([NH:11][C:12]2[CH:17]=[C:16]([C:18]([F:21])([F:19])[F:20])[CH:15]=[C:14]([C:22]([F:23])([F:24])[F:25])[CH:13]=2)=[O:10])[CH:7]=1. The yield is 0.541. (5) The reactants are C(=O)([O-])[O-].[K+].[K+].C([O:10][C:11]1[CH:12]=[C:13]([CH:31]=[CH2:32])[C:14]2[O:18][C:17]([C:19]3[CH:24]=[CH:23][C:22]([O:25]C(=O)C)=[C:21]([F:29])[CH:20]=3)=[N:16][C:15]=2[CH:30]=1)(=O)C.O1CCOCC1.Cl. The catalyst is O. The product is [F:29][C:21]1[CH:20]=[C:19]([C:17]2[O:18][C:14]3[C:13]([CH:31]=[CH2:32])=[CH:12][C:11]([OH:10])=[CH:30][C:15]=3[N:16]=2)[CH:24]=[CH:23][C:22]=1[OH:25]. The yield is 0.460. (6) The reactants are Cl[C:2]1[N:7]=[C:6]([C:8]2[C:16]3[C:11](=[CH:12][CH:13]=[CH:14][CH:15]=3)[NH:10][CH:9]=2)[C:5]([Cl:17])=[CH:4][N:3]=1.[NH2:18][C:19]1[CH:24]=[CH:23][C:22]([N:25]2[CH2:30][CH2:29][CH:28]([NH2:31])[CH2:27][CH2:26]2)=[CH:21][C:20]=1[O:32][CH3:33].CC1C=CC(S(O)(=O)=O)=CC=1. The catalyst is C(O)CCCC. The product is [NH2:31][CH:28]1[CH2:29][CH2:30][N:25]([C:22]2[CH:23]=[CH:24][C:19]([NH:18][C:2]3[N:7]=[C:6]([C:8]4[C:16]5[C:11](=[CH:12][CH:13]=[CH:14][CH:15]=5)[NH:10][CH:9]=4)[C:5]([Cl:17])=[CH:4][N:3]=3)=[C:20]([O:32][CH3:33])[CH:21]=2)[CH2:26][CH2:27]1. The yield is 0.362. (7) The reactants are C([NH:8][C@H:9]([C:11](O)=[O:12])[CH3:10])(OC(C)(C)C)=O.[CH2:14]([S:16]([C:19]1[CH:20]=[C:21]([C:25]2[C:30]3[C:31]4[CH:37]=[C:36]([CH3:38])[CH:35]=[N:34][C:32]=4[NH:33][C:29]=3[C:28]([O:39][CH2:40][C@H:41]([OH:43])[CH3:42])=[N:27][CH:26]=2)[CH:22]=[CH:23][CH:24]=1)(=[O:18])=[O:17])[CH3:15]. No catalyst specified. The product is [CH2:14]([S:16]([C:19]1[CH:20]=[C:21]([C:25]2[C:30]3[C:31]4[CH:37]=[C:36]([CH3:38])[CH:35]=[N:34][C:32]=4[NH:33][C:29]=3[C:28]([O:39][CH2:40][C@H:41]([O:43][C:11](=[O:12])[C@H:9]([CH3:10])[NH2:8])[CH3:42])=[N:27][CH:26]=2)[CH:22]=[CH:23][CH:24]=1)(=[O:17])=[O:18])[CH3:15]. The yield is 0.790. (8) The reactants are Br[CH2:2][CH2:3][CH:4]1[O:8][CH2:7][CH2:6][O:5]1.[Mg].CN([CH:13]=[O:14])C. The catalyst is C1COCC1. The product is [O:5]1[CH2:6][CH2:7][O:8][CH:4]1[CH2:3][CH2:2][CH:13]=[O:14]. The yield is 0.280. (9) The reactants are CC(C)[C@@H](N1CC2C(=CC=C(C3C=CC(NC(NC4C=CC=C(C(F)(F)F)C=4)=O)=CC=3)C=2)C1=O)C(O)=O.[CH3:38][CH:39]([CH3:76])[CH2:40][C@H:41]([N:46]1[CH2:54][C:53]2[C:48](=[CH:49][CH:50]=[C:51]([C:55]3[CH:60]=[CH:59][C:58]([NH:61][C:62]([NH:64][C:65]4[CH:70]=[CH:69][CH:68]=[C:67]([C:71]([F:74])([F:73])[F:72])[CH:66]=4)=[O:63])=[CH:57][CH:56]=3)[CH:52]=2)[C:47]1=[O:75])[C:42]([O:44]C)=[O:43]. No catalyst specified. The product is [CH3:38][CH:39]([CH3:76])[CH2:40][C@H:41]([N:46]1[CH2:54][C:53]2[C:48](=[CH:49][CH:50]=[C:51]([C:55]3[CH:56]=[CH:57][C:58]([NH:61][C:62]([NH:64][C:65]4[CH:70]=[CH:69][CH:68]=[C:67]([C:71]([F:74])([F:72])[F:73])[CH:66]=4)=[O:63])=[CH:59][CH:60]=3)[CH:52]=2)[C:47]1=[O:75])[C:42]([OH:44])=[O:43]. The yield is 0.880.